This data is from Forward reaction prediction with 1.9M reactions from USPTO patents (1976-2016). The task is: Predict the product of the given reaction. (1) Given the reactants C([N:8]1[CH2:14][C:13]2[N:15]=[C:16]([Cl:24])[C:17]([N:19]([CH3:23])[CH:20]([CH3:22])[CH3:21])=[N:18][C:12]=2[O:11][CH2:10][CH2:9]1)C1C=CC=CC=1.ClC(OC(Cl)C)=O, predict the reaction product. The product is: [ClH:24].[Cl:24][C:16]1[C:17]([N:19]([CH3:23])[CH:20]([CH3:21])[CH3:22])=[N:18][C:12]2[O:11][CH2:10][CH2:9][NH:8][CH2:14][C:13]=2[N:15]=1. (2) The product is: [Br:27][C:28]1[CH:33]=[CH:32][N:31]=[C:30]([O:14][CH2:13][C:11]2[CH:10]=[CH:9][C:8]([C:15]3[CH:20]=[C:19]([O:21][CH3:22])[CH:18]=[CH:17][C:16]=3[F:23])=[C:7]([C:6]3[C:2]([CH3:24])([CH3:1])[CH2:3][CH2:4][CH:5]=3)[CH:12]=2)[CH:29]=1. Given the reactants [CH3:1][C:2]1([CH3:24])[C:6]([C:7]2[CH:12]=[C:11]([CH2:13][OH:14])[CH:10]=[CH:9][C:8]=2[C:15]2[CH:20]=[C:19]([O:21][CH3:22])[CH:18]=[CH:17][C:16]=2[F:23])=[CH:5][CH2:4][CH2:3]1.[H-].[Na+].[Br:27][C:28]1[CH:33]=[CH:32][N:31]=[C:30](F)[CH:29]=1, predict the reaction product. (3) Given the reactants O=S(Cl)Cl.[Br:5][C:6]1[CH:7]=[N:8][C:9]2[C:14]([CH:15]=1)=[C:13]([F:16])[C:12]([CH2:17][C:18](O)=[O:19])=[C:11]([F:21])[CH:10]=2.COC(=O)CC1C(F)=C2C(=CC=1F)N=CC(Br)=C2.[NH2:40][NH2:41], predict the reaction product. The product is: [Br:5][C:6]1[CH:7]=[N:8][C:9]2[C:14]([CH:15]=1)=[C:13]([F:16])[C:12]([CH2:17][C:18]([NH:40][NH2:41])=[O:19])=[C:11]([F:21])[CH:10]=2. (4) Given the reactants [CH:1]1([CH2:4][C:5]([OH:7])=O)[CH2:3][CH2:2]1.S(Cl)(Cl)=O.[F:12][C:13]1[CH:18]=[CH:17][C:16]([CH:19]2[CH2:24][CH2:23][N:22]([C:25]3[C:30]([O:31][CH3:32])=[C:29]([NH:33][NH2:34])[N:28]=[CH:27][N:26]=3)[CH2:21][CH2:20]2)=[CH:15][CH:14]=1.C(=O)(O)[O-].[Na+], predict the reaction product. The product is: [CH:1]1([CH2:4][C:5]([NH:34][NH:33][C:29]2[C:30]([O:31][CH3:32])=[C:25]([N:22]3[CH2:23][CH2:24][CH:19]([C:16]4[CH:15]=[CH:14][C:13]([F:12])=[CH:18][CH:17]=4)[CH2:20][CH2:21]3)[N:26]=[CH:27][N:28]=2)=[O:7])[CH2:2][CH2:3]1.